This data is from Reaction yield outcomes from USPTO patents with 853,638 reactions. The task is: Predict the reaction yield, written as a fraction of the theoretical maximum amount of product (1.0 means a 100% yield; for example, 0.34 means a 34% yield). (1) The reactants are [NH2:1][C@:2]12[CH2:43][CH2:42][C@@H:41]([C:44]([CH3:46])=[CH2:45])[C@@H:3]1[C@@H:4]1[C@@:17]([CH3:20])([CH2:18][CH2:19]2)[C@@:16]2([CH3:21])[C@@H:7]([C@:8]3([CH3:40])[C@@H:13]([CH2:14][CH2:15]2)[C:12]([CH3:23])([CH3:22])[C:11]([C:24]2[CH2:29][CH2:28][C@H:27]([C:30]([O:32][CH2:33][C:34]4[CH:39]=[CH:38][CH:37]=[CH:36][CH:35]=4)=[O:31])[CH2:26][CH:25]=2)=[CH:10][CH2:9]3)[CH2:6][CH2:5]1.Cl[CH2:48][CH2:49][N:50]1[CH2:55][C@@H:54]2[CH2:56][C@H:51]1[CH2:52][S:53]2(=[O:58])=[O:57].P([O-])([O-])([O-])=O.[K+].[K+].[K+].[I-].[K+]. The catalyst is C(#N)C. The product is [O:58]=[S:53]1(=[O:57])[CH2:52][C@@H:51]2[CH2:56][C@H:54]1[CH2:55][N:50]2[CH2:49][CH2:48][NH:1][C@:2]12[CH2:43][CH2:42][C@@H:41]([C:44]([CH3:46])=[CH2:45])[C@@H:3]1[C@@H:4]1[C@@:17]([CH3:20])([CH2:18][CH2:19]2)[C@@:16]2([CH3:21])[C@@H:7]([C@:8]3([CH3:40])[C@@H:13]([CH2:14][CH2:15]2)[C:12]([CH3:23])([CH3:22])[C:11]([C:24]2[CH2:29][CH2:28][C@H:27]([C:30]([O:32][CH2:33][C:34]4[CH:35]=[CH:36][CH:37]=[CH:38][CH:39]=4)=[O:31])[CH2:26][CH:25]=2)=[CH:10][CH2:9]3)[CH2:6][CH2:5]1. The yield is 0.390. (2) The reactants are [CH:1]1([C:4]2[CH:10]=[CH:9][CH:8]=[C:7]([CH3:11])[C:5]=2[O-:6])[CH2:3][CH2:2]1.[Na+].CN1CCN(C)C1=O.[OH:21][C:22]1[CH:27]=[C:26]([Cl:28])[N:25]=[N:24][C:23]=1Cl.C1(C2C=CC=C(C)C=2O)CC1. The catalyst is C1(C)C=CC=CC=1.O. The product is [Cl:28][C:26]1[N:25]=[N:24][C:23]([O:6][C:5]2[C:7]([CH3:11])=[CH:8][CH:9]=[CH:10][C:4]=2[CH:1]2[CH2:3][CH2:2]2)=[C:22]([OH:21])[CH:27]=1. The yield is 0.869.